From a dataset of NCI-60 drug combinations with 297,098 pairs across 59 cell lines. Regression. Given two drug SMILES strings and cell line genomic features, predict the synergy score measuring deviation from expected non-interaction effect. Drug 1: CC1C(C(=O)NC(C(=O)N2CCCC2C(=O)N(CC(=O)N(C(C(=O)O1)C(C)C)C)C)C(C)C)NC(=O)C3=C4C(=C(C=C3)C)OC5=C(C(=O)C(=C(C5=N4)C(=O)NC6C(OC(=O)C(N(C(=O)CN(C(=O)C7CCCN7C(=O)C(NC6=O)C(C)C)C)C)C(C)C)C)N)C. Drug 2: C(=O)(N)NO. Cell line: MOLT-4. Synergy scores: CSS=64.9, Synergy_ZIP=-0.892, Synergy_Bliss=-4.37, Synergy_Loewe=-5.97, Synergy_HSA=-5.73.